Dataset: Peptide-MHC class II binding affinity with 134,281 pairs from IEDB. Task: Regression. Given a peptide amino acid sequence and an MHC pseudo amino acid sequence, predict their binding affinity value. This is MHC class II binding data. (1) The peptide sequence is GNLQIVDKIDAAFKI. The MHC is DRB1_0101 with pseudo-sequence DRB1_0101. The binding affinity (normalized) is 0.581. (2) The peptide sequence is AAATAGTTVWGAFAA. The MHC is HLA-DQA10501-DQB10301 with pseudo-sequence HLA-DQA10501-DQB10301. The binding affinity (normalized) is 0.725. (3) The peptide sequence is SQDLEFSWNLNGLQAY. The binding affinity (normalized) is 0.871. The MHC is HLA-DQA10101-DQB10501 with pseudo-sequence HLA-DQA10101-DQB10501. (4) The peptide sequence is YDTYKCIPSLEAAVK. The MHC is DRB1_0301 with pseudo-sequence DRB1_0301. The binding affinity (normalized) is 0.169. (5) The peptide sequence is TDKFLANVSTVLTGK. The MHC is DRB1_0401 with pseudo-sequence DRB1_0401. The binding affinity (normalized) is 0.673. (6) The peptide sequence is GNIVAVDIKPKDSDE. The MHC is DRB1_0701 with pseudo-sequence DRB1_0701. The binding affinity (normalized) is 0.462. (7) The peptide sequence is GELQIVDKIDATFKI. The MHC is DRB1_0802 with pseudo-sequence DRB1_0802. The binding affinity (normalized) is 0.379. (8) The peptide sequence is LVKFVAGDGDVVAVD. The MHC is HLA-DPA10201-DPB11401 with pseudo-sequence HLA-DPA10201-DPB11401. The binding affinity (normalized) is 0.135.